From a dataset of Reaction yield outcomes from USPTO patents with 853,638 reactions. Predict the reaction yield, written as a fraction of the theoretical maximum amount of product (1.0 means a 100% yield; for example, 0.34 means a 34% yield). (1) The reactants are [Cl:1][C:2]1[CH:3]=[N:4][CH:5]=[C:6]([Cl:41])[C:7]=1[CH:8]([OH:40])[CH2:9][N:10]([CH2:31][C:32]1[CH:37]=[C:36]([F:38])[CH:35]=[C:34]([F:39])[CH:33]=1)[C:11]([C:13]1[CH:14]=[N:15][N:16]([C@H:22]2[CH2:27][CH2:26][C@H:25]([C:28]([OH:30])=O)[CH2:24][CH2:23]2)[C:17]=1[C:18]([F:21])([F:20])[F:19])=[O:12].Cl.[CH3:43][O:44][NH2:45].CN(C(ON1N=NC2C=CC=NC1=2)=[N+](C)C)C.F[P-](F)(F)(F)(F)F.CCN(C(C)C)C(C)C. The catalyst is CN(C=O)C. The product is [Cl:1][C:2]1[CH:3]=[N:4][CH:5]=[C:6]([Cl:41])[C:7]=1[CH:8]([OH:40])[CH2:9][N:10]([CH2:31][C:32]1[CH:33]=[C:34]([F:39])[CH:35]=[C:36]([F:38])[CH:37]=1)[C:11]([C:13]1[CH:14]=[N:15][N:16]([C@H:22]2[CH2:23][CH2:24][C@H:25]([C:28](=[O:30])[NH:45][O:44][CH3:43])[CH2:26][CH2:27]2)[C:17]=1[C:18]([F:21])([F:20])[F:19])=[O:12]. The yield is 0.820. (2) The reactants are [Si]([O:8][C@H:9]1[CH2:17][N:16]2[C@H:11]([CH2:12]C(=O)[CH2:14][CH2:15]2)[CH2:10]1)(C(C)(C)C)(C)C.[CH:19]([O:24][CH3:25])([O:22][CH3:23])OC.CC1C=CC(S(O)(=O)=O)=CC=1.C[O-].[Na+]. The catalyst is CO. The product is [OH:8][C@H:9]1[CH2:17][N:16]2[C@H:11]([CH2:12][C:19]([O:22][CH3:23])([O:24][CH3:25])[CH2:14][CH2:15]2)[CH2:10]1. The yield is 0.900. (3) The reactants are [OH:1][C:2]1[CH:3]=[C:4]([C@@H:8]([NH:10][C:11](=[O:17])[O:12][C:13]([CH3:16])([CH3:15])[CH3:14])[CH3:9])[CH:5]=[CH:6][CH:7]=1.[CH:18]1(O)[CH2:23][CH2:22][CH2:21][CH2:20][CH2:19]1.C1C=CC(P(C2C=CC=CC=2)C2C=CC=CC=2)=CC=1.CCOC(/N=N/C(OCC)=O)=O. The catalyst is C1COCC1. The product is [CH:18]1([O:1][C:2]2[CH:3]=[C:4]([C@@H:8]([NH:10][C:11](=[O:17])[O:12][C:13]([CH3:16])([CH3:15])[CH3:14])[CH3:9])[CH:5]=[CH:6][CH:7]=2)[CH2:23][CH2:22][CH2:21][CH2:20][CH2:19]1. The yield is 0.550.